This data is from Full USPTO retrosynthesis dataset with 1.9M reactions from patents (1976-2016). The task is: Predict the reactants needed to synthesize the given product. (1) Given the product [NH2:1][C:4]1[CH:13]=[C:12]2[C:7]([C:8](=[O:14])[NH:9][CH:10]=[N:11]2)=[CH:6][CH:5]=1, predict the reactants needed to synthesize it. The reactants are: [N+:1]([C:4]1[CH:13]=[C:12]2[C:7]([C:8](=[O:14])[NH:9][CH:10]=[N:11]2)=[CH:6][CH:5]=1)([O-])=O. (2) Given the product [Cl:1][C:19]1[N:18]=[C:17]([Cl:16])[CH:25]=[CH:24][C:20]=1[C:21]([NH2:23])=[O:22], predict the reactants needed to synthesize it. The reactants are: [Cl:1]C1C=CC(C#N)=C(N2CCOCC2)N=1.[Cl:16][C:17]1[CH:25]=[CH:24][C:20]([C:21]([NH2:23])=[O:22])=[C:19](N2CCOCC2)[N:18]=1.P(Cl)(Cl)(Cl)=O.N1C=CC=CC=1. (3) Given the product [S:13]([C:2]1[S:1][CH:5]=[CH:4][C:3]=1[NH:6][C:7](=[O:9])[CH3:8])[C:12]#[N:11], predict the reactants needed to synthesize it. The reactants are: [S:1]1[CH:5]=[CH:4][C:3]([NH:6][C:7](=[O:9])[CH3:8])=[CH:2]1.[NH4+].[N:11]#[C:12][S-:13].BrBr.CC([O-])=O.[Na+]. (4) Given the product [C:2]([C:1]1[O:6][CH:11]=[C:10]([CH2:9][Cl:8])[N:7]=1)([CH3:5])([CH3:4])[CH3:3], predict the reactants needed to synthesize it. The reactants are: [C:1]([NH2:7])(=[O:6])[C:2]([CH3:5])([CH3:4])[CH3:3].[Cl:8][CH2:9][C:10](=O)[CH2:11]Cl.C(=O)([O-])O.[Na+]. (5) Given the product [CH2:31]([N:24]([CH:25]1[CH2:30][CH2:29][O:28][CH2:27][CH2:26]1)[C:4]1[C:5]([CH3:23])=[C:6]([CH:22]=[C:2]([C:41]2[CH:46]=[N:45][C:44]([N:47]3[CH2:48][CH2:49][NH:50][CH2:51][CH2:52]3)=[CH:43][CH:42]=2)[CH:3]=1)[C:7]([NH:9][CH2:10][C:11]1[C:12](=[O:21])[NH:13][C:14]([CH3:20])=[CH:15][C:16]=1[CH:17]([CH3:19])[CH3:18])=[O:8])[CH3:32], predict the reactants needed to synthesize it. The reactants are: Br[C:2]1[CH:3]=[C:4]([N:24]([CH2:31][CH3:32])[CH:25]2[CH2:30][CH2:29][O:28][CH2:27][CH2:26]2)[C:5]([CH3:23])=[C:6]([CH:22]=1)[C:7]([NH:9][CH2:10][C:11]1[C:12](=[O:21])[NH:13][C:14]([CH3:20])=[CH:15][C:16]=1[CH:17]([CH3:19])[CH3:18])=[O:8].CC1(C)C(C)(C)OB([C:41]2[CH:42]=[CH:43][C:44]([N:47]3[CH2:52][CH2:51][NH:50][CH2:49][CH2:48]3)=[N:45][CH:46]=2)O1.C([O-])([O-])=O.[Na+].[Na+]. (6) Given the product [C:3]([C:2]1[CH:7]=[CH:13][C:12]([C:9]2([O:8][CH2:1][C:2]3[CH:3]=[CH:4][CH:5]=[CH:6][CH:7]=3)[CH2:10][CH2:11]2)=[C:17]([CH3:16])[CH:1]=1)#[CH:4], predict the reactants needed to synthesize it. The reactants are: [CH2:1]([O:8][C:9]1([C:12]2[CH:17]=[CH:16]C(C#CC3C=CC(C(OCC)=O)=CC=3)=C[CH:13]=2)[CH2:11][CH2:10]1)[C:2]1[CH:7]=[CH:6][CH:5]=[CH:4][CH:3]=1.C(=O)([O-])[O-].[K+].[K+]. (7) Given the product [ClH:18].[NH2:13][C@@H:6]([C@H:7]([CH3:12])[C@H:8]([CH3:11])[CH2:9][CH3:10])[CH2:5][C:4]([OH:17])=[O:3], predict the reactants needed to synthesize it. The reactants are: C([O:3][C:4](=[O:17])[CH2:5][C@@H:6]([NH:13]C(=O)C)[C@H:7]([CH3:12])[C@H:8]([CH3:11])[CH2:9][CH3:10])C.[ClH:18]. (8) Given the product [CH:1]([N:14]1[CH2:19][CH2:18][N:17]([C:33](=[O:34])[CH2:32][N:29]2[CH2:30][CH2:31][C:27]([C:24]3[CH:25]=[CH:26][C:21]([F:20])=[CH:22][CH:23]=3)([C:37]3[CH:38]=[CH:39][C:40]([F:43])=[CH:41][CH:42]=3)[C:28]2=[O:36])[CH2:16][CH2:15]1)([C:8]1[CH:13]=[CH:12][CH:11]=[CH:10][CH:9]=1)[C:2]1[CH:7]=[CH:6][CH:5]=[CH:4][CH:3]=1, predict the reactants needed to synthesize it. The reactants are: [CH:1]([N:14]1[CH2:19][CH2:18][NH:17][CH2:16][CH2:15]1)([C:8]1[CH:13]=[CH:12][CH:11]=[CH:10][CH:9]=1)[C:2]1[CH:7]=[CH:6][CH:5]=[CH:4][CH:3]=1.[F:20][C:21]1[CH:26]=[CH:25][C:24]([C:27]2([C:37]3[CH:42]=[CH:41][C:40]([F:43])=[CH:39][CH:38]=3)[CH2:31][CH2:30][N:29]([CH2:32][C:33](O)=[O:34])[C:28]2=[O:36])=[CH:23][CH:22]=1.Cl.C(N=C=NCCCN(C)C)C. (9) Given the product [C:21]([C:17]1[CH:16]=[C:15]([CH:20]=[CH:19][CH:18]=1)[CH2:14][N:6]([CH3:5])[C:7](=[O:13])[O:8][C:9]([CH3:11])([CH3:12])[CH3:10])([OH:23])=[O:22], predict the reactants needed to synthesize it. The reactants are: O.[OH-].[Li+].O.[CH3:5][N:6]([CH2:14][C:15]1[CH:20]=[CH:19][CH:18]=[C:17]([C:21]([O:23]C)=[O:22])[CH:16]=1)[C:7](=[O:13])[O:8][C:9]([CH3:12])([CH3:11])[CH3:10]. (10) Given the product [N:10]1[CH:9]=[C:14]([C:15]([OH:17])=[O:16])[CH:13]=[N:12][CH:11]=1, predict the reactants needed to synthesize it. The reactants are: C(O[C:9]1[C:14]([C:15]([OH:17])=[O:16])=[CH:13][N:12]=[C:11](C2N=NC=CC=2)[N:10]=1)C1C=CC=CC=1.C1C=CC(P(N=[N+]=[N-])(C2C=CC=CC=2)=O)=CC=1.CCN(CC)CC.C(O)C1C=CC=CC=1.